Task: Predict the reactants needed to synthesize the given product.. Dataset: Full USPTO retrosynthesis dataset with 1.9M reactions from patents (1976-2016) (1) Given the product [Cl:1][C:2]1[CH:3]=[CH:4][C:5]2[CH2:6][CH2:7][CH2:8][C:9]=2[C:10]=1[OH:11], predict the reactants needed to synthesize it. The reactants are: [Cl:1][C:2]1[C:10]([OH:11])=[C:9]2[C:5]([CH:6]=[CH:7][C:8]2=O)=[CH:4][CH:3]=1. (2) The reactants are: Br[CH2:2][C:3]([C:5]1[CH:10]=[CH:9][C:8]([C:11]([F:14])([F:13])[F:12])=[CH:7][CH:6]=1)=[O:4].[N-:15]=[N+:16]=[N-:17].[Na+]. Given the product [N:15]([CH2:2][C:3]([C:5]1[CH:10]=[CH:9][C:8]([C:11]([F:14])([F:13])[F:12])=[CH:7][CH:6]=1)=[O:4])=[N+:16]=[N-:17], predict the reactants needed to synthesize it. (3) Given the product [CH2:15]([O:12][C:4]1[CH:3]=[C:2]([F:1])[CH:7]=[C:6]([F:8])[C:5]=1[N+:9]([O-:11])=[O:10])[C:16]1[CH:21]=[CH:20][CH:19]=[CH:18][CH:17]=1, predict the reactants needed to synthesize it. The reactants are: [F:1][C:2]1[CH:7]=[C:6]([F:8])[C:5]([N+:9]([O-:11])=[O:10])=[C:4]([OH:12])[CH:3]=1.[H-].[Na+].[CH2:15](Br)[C:16]1[CH:21]=[CH:20][CH:19]=[CH:18][CH:17]=1. (4) The reactants are: [CH3:1][O:2][C:3]1[CH:13]=[CH:12][C:6]([CH:7]=[CH:8][C:9]([OH:11])=O)=[CH:5][CH:4]=1.[NH2:14][C:15]1[CH:20]=[CH:19][N:18]=[CH:17][CH:16]=1.C1CCC(N=C=NC2CCCCC2)CC1. Given the product [CH3:1][O:2][C:3]1[CH:4]=[CH:5][C:6](/[CH:7]=[CH:8]/[C:9]([NH:14][C:15]2[CH:20]=[CH:19][N:18]=[CH:17][CH:16]=2)=[O:11])=[CH:12][CH:13]=1, predict the reactants needed to synthesize it. (5) Given the product [C:1]([CH2:9][CH2:10][CH2:11][C:12]([O:14][CH3:17])=[O:13])(=[O:8])[C:2]1[CH:7]=[CH:6][CH:5]=[CH:4][CH:3]=1, predict the reactants needed to synthesize it. The reactants are: [C:1]([CH2:9][CH2:10][CH2:11][C:12]([OH:14])=[O:13])(=[O:8])[C:2]1[CH:7]=[CH:6][CH:5]=[CH:4][CH:3]=1.CO.[CH:17]1C=CC=CC=1.C1(C)C=CC(S(O)(=O)=O)=CC=1. (6) The reactants are: Br[C:2]1[CH:3]=[C:4]2[C:9](=[CH:10][C:11]=1[O:12][CH3:13])[N:8]([C@@H:14]([CH:24]([CH3:26])[CH3:25])[CH2:15][O:16][Si:17]([C:20]([CH3:23])([CH3:22])[CH3:21])([CH3:19])[CH3:18])[CH:7]=[C:6]([C:27]([O:29][CH2:30][CH3:31])=[O:28])[C:5]2=[O:32].[CH3:33]B(O)O.C1COCC1.C(=O)([O-])[O-].[Na+].[Na+]. Given the product [Si:17]([O:16][CH2:15][C@@H:14]([N:8]1[C:9]2[C:4](=[CH:3][C:2]([CH3:33])=[C:11]([O:12][CH3:13])[CH:10]=2)[C:5](=[O:32])[C:6]([C:27]([O:29][CH2:30][CH3:31])=[O:28])=[CH:7]1)[CH:24]([CH3:25])[CH3:26])([C:20]([CH3:23])([CH3:22])[CH3:21])([CH3:19])[CH3:18], predict the reactants needed to synthesize it.